From a dataset of Reaction yield outcomes from USPTO patents with 853,638 reactions. Predict the reaction yield, written as a fraction of the theoretical maximum amount of product (1.0 means a 100% yield; for example, 0.34 means a 34% yield). (1) The reactants are [C:14]1(P([C:14]2[CH:19]=[CH:18][CH:17]=[CH:16][CH:15]=2)[C:14]2[CH:19]=[CH:18][CH:17]=[CH:16][CH:15]=2)[CH:19]=[CH:18][CH:17]=[CH:16][CH:15]=1.[CH:20]1(C(O)C)CCCC[CH2:21]1.CCOC(/N=N/C(OCC)=O)=O.O1CCCCC1[N:47]1[C:55]2[C:50](=[CH:51][C:52]([C:56]3[N:60]=[CH:59][N:58](C(C4C=CC=CC=4)(C4C=CC=CC=4)C4C=CC=CC=4)[N:57]=3)=[CH:53][CH:54]=2)[C:49]([C:80]2[CH:81]=[C:82]([OH:86])[CH:83]=[CH:84][CH:85]=2)=[N:48]1.Cl. The catalyst is O1CCCC1. The product is [NH:57]1[C:56]([C:52]2[CH:51]=[C:50]3[C:55](=[CH:54][CH:53]=2)[NH:47][N:48]=[C:49]3[C:80]2[CH:85]=[CH:84][CH:83]=[C:82]([O:86][CH2:20][CH2:21][CH:14]3[CH2:15][CH2:16][CH2:17][CH2:18][CH2:19]3)[CH:81]=2)=[N:60][CH:59]=[N:58]1. The yield is 0.520. (2) The product is [Br:1][C:2]1[CH:11]=[C:10]2[C:5]([CH2:6][CH2:7][N:8]([C:13]3[CH:14]=[CH:15][C:16]([C:19]#[N:20])=[N:17][CH:18]=3)[CH2:9]2)=[CH:4][CH:3]=1. The catalyst is CS(C)=O. The yield is 0.340. The reactants are [Br:1][C:2]1[CH:11]=[C:10]2[C:5]([CH2:6][CH2:7][NH:8][CH2:9]2)=[CH:4][CH:3]=1.Br[C:13]1[CH:14]=[CH:15][C:16]([C:19]#[N:20])=[N:17][CH:18]=1.C(=O)([O-])[O-].[K+].[K+]. (3) The catalyst is C(=S)=S. The reactants are [CH3:1][C:2]1[CH:3]=[C:4]([OH:9])[CH:5]=[C:6]([CH3:8])[CH:7]=1.[Br:10]N1C(=O)CCC1=O. The product is [Br:10][C:3]1[C:2]([CH3:1])=[CH:7][C:6]([CH3:8])=[CH:5][C:4]=1[OH:9]. The yield is 0.660. (4) The reactants are Cl[C:2]1[CH:15]=[CH:14][C:13]2[C:12](=[O:16])[C:11]3[C:6](=[CH:7][CH:8]=[CH:9][CH:10]=3)[C:5](=[O:17])[C:4]=2[CH:3]=1.[C:18]1(B(O)O)[CH:23]=[CH:22][CH:21]=[CH:20][CH:19]=1.[F-].[K+].C1(C)C=CC=CC=1. The catalyst is O1CCOCC1.C1C=CC(/C=C/C(/C=C/C2C=CC=CC=2)=O)=CC=1.C1C=CC(/C=C/C(/C=C/C2C=CC=CC=2)=O)=CC=1.C1C=CC(/C=C/C(/C=C/C2C=CC=CC=2)=O)=CC=1.[Pd].[Pd].C(P(C(C)(C)C)C(C)(C)C)(C)(C)C. The product is [C:18]1([C:2]2[CH:15]=[CH:14][C:13]3[C:12](=[O:16])[C:11]4[C:6](=[CH:7][CH:8]=[CH:9][CH:10]=4)[C:5](=[O:17])[C:4]=3[CH:3]=2)[CH:23]=[CH:22][CH:21]=[CH:20][CH:19]=1. The yield is 0.870. (5) The reactants are [C:1]([O:4][CH2:5][C:6](=[O:16])[CH2:7][C:8]1C=C[C:11](Cl)=[C:10](Cl)[CH:9]=1)(=[O:3])[CH3:2].ClCC(=O)CC1[S:22]C=CC=1.C(O)(=O)C.C(N(CC)CC)C. No catalyst specified. The product is [C:1]([O:4][CH2:5][C:6](=[O:16])[CH2:7][C:8]1[S:22][CH:11]=[CH:10][CH:9]=1)(=[O:3])[CH3:2]. The yield is 0.130. (6) The reactants are Br[C:2]1[CH:9]=[C:8]([F:10])[CH:7]=[CH:6][C:3]=1[C:4]#[N:5].[O:11]1[CH2:15][C:14](=O)[N:13]=[C-:12]1.C([O-])([O-])=[O:18].[K+].[K+].CC1(C)C2C(=C(P(C3C=CC=CC=3)C3C=CC=CC=3)C=CC=2)OC2C(P(C3C=CC=CC=3)C3C=CC=CC=3)=CC=CC1=2. The catalyst is O1CCOCC1.C1C=CC(/C=C/C(/C=C/C2C=CC=CC=2)=O)=CC=1.C1C=CC(/C=C/C(/C=C/C2C=CC=CC=2)=O)=CC=1.C1C=CC(/C=C/C(/C=C/C2C=CC=CC=2)=O)=CC=1.[Pd].[Pd]. The product is [F:10][C:8]1[CH:7]=[CH:6][C:3]([C:4]#[N:5])=[C:2]([N:13]2[CH2:14][CH2:15][O:11][C:12]2=[O:18])[CH:9]=1. The yield is 0.500. (7) The reactants are [C:1]([C:5]1[CH:23]=[C:8]2[N:9]=[C:10]([CH3:22])[C:11]([CH:14]([CH2:19][CH2:20][CH3:21])[C:15]([O:17][CH3:18])=[O:16])=[C:12](Cl)[N:7]2[N:6]=1)([CH3:4])([CH3:3])[CH3:2].[F:24][C:25]1[CH:30]=[C:29]([O:31][CH3:32])[CH:28]=[CH:27][C:26]=1B(O)O.C(N(C(C)C)CC)(C)C. The catalyst is COCCOC.O. The yield is 0.970. The product is [C:1]([C:5]1[CH:23]=[C:8]2[N:9]=[C:10]([CH3:22])[C:11]([CH:14]([CH2:19][CH2:20][CH3:21])[C:15]([O:17][CH3:18])=[O:16])=[C:12]([C:26]3[CH:27]=[CH:28][C:29]([O:31][CH3:32])=[CH:30][C:25]=3[F:24])[N:7]2[N:6]=1)([CH3:4])([CH3:3])[CH3:2]. (8) The reactants are [F:1][C:2]1[C:3]([N:9]2[CH:13]=[C:12]([C:14]([O:16]C)=[O:15])[N:11]=[CH:10]2)=[N:4][CH:5]=[CH:6][C:7]=1[CH3:8].N1C=C(C(OC)=O)N=C1.BrC1C(F)=C(C)C=CN=1.C(=O)([O-])[O-].[K+].[K+]. The catalyst is CS(C)=O.[Cu]I. The product is [F:1][C:2]1[C:3]([N:9]2[CH:13]=[C:12]([C:14]([OH:16])=[O:15])[N:11]=[CH:10]2)=[N:4][CH:5]=[CH:6][C:7]=1[CH3:8]. The yield is 0.0300. (9) The reactants are [OH:1][C:2]1[CH:11]=[C:10]([N:12]2[CH:16]=[CH:15][CH:14]=[CH:13]2)[CH:9]=[CH:8][C:3]=1[C:4]([NH:6][NH2:7])=[O:5].[OH:17][C:18]1[CH:25]=[CH:24][C:23]([O:26][CH3:27])=[CH:22][C:19]=1[CH:20]=O.CC(O)=O.CC(=O)OCC.CCCCCC. The catalyst is CS(C)=O.[Cl-].[Na+].O. The product is [OH:1][C:2]1[CH:11]=[C:10]([N:12]2[CH:16]=[CH:15][CH:14]=[CH:13]2)[CH:9]=[CH:8][C:3]=1[C:4]([NH:6][N:7]=[CH:20][C:19]1[CH:22]=[C:23]([O:26][CH3:27])[CH:24]=[CH:25][C:18]=1[OH:17])=[O:5]. The yield is 0.910. (10) The reactants are COC1C=CC(C[N:8]2[C:12]3=[N:13][CH:14]=[CH:15][C:16]([O:17][C:18]4[CH:23]=[CH:22][C:21]([N:24]([C:33]5[CH:38]=[CH:37][C:36]([F:39])=[CH:35][CH:34]=5)[C:25]([C:27]5([C:30]([NH2:32])=[O:31])[CH2:29][CH2:28]5)=[O:26])=[CH:20][C:19]=4[F:40])=[C:11]3[C:10]([CH2:41][CH2:42][N:43]3[CH2:48][CH2:47][N:46]([CH3:49])[CH2:45][CH2:44]3)=[N:9]2)=CC=1.C(O)(C(F)(F)F)=O. No catalyst specified. The product is [F:40][C:19]1[CH:20]=[C:21]([N:24]([C:33]2[CH:34]=[CH:35][C:36]([F:39])=[CH:37][CH:38]=2)[C:25]([C:27]2([C:30]([NH2:32])=[O:31])[CH2:29][CH2:28]2)=[O:26])[CH:22]=[CH:23][C:18]=1[O:17][C:16]1[CH:15]=[CH:14][N:13]=[C:12]2[NH:8][N:9]=[C:10]([CH2:41][CH2:42][N:43]3[CH2:44][CH2:45][N:46]([CH3:49])[CH2:47][CH2:48]3)[C:11]=12. The yield is 0.340.